From a dataset of Peptide-MHC class II binding affinity with 134,281 pairs from IEDB. Regression. Given a peptide amino acid sequence and an MHC pseudo amino acid sequence, predict their binding affinity value. This is MHC class II binding data. (1) The peptide sequence is KIGDDATLSCNRN. The MHC is DRB1_0401 with pseudo-sequence DRB1_0401. The binding affinity (normalized) is 0.0193. (2) The peptide sequence is FMRFFTLGSITAQPV. The MHC is DRB1_1501 with pseudo-sequence DRB1_1501. The binding affinity (normalized) is 0.681. (3) The peptide sequence is VAPLYGVEGTKTPVS. The MHC is DRB3_0301 with pseudo-sequence DRB3_0301. The binding affinity (normalized) is 0.315. (4) The peptide sequence is GGLHRMVLDGRAPVL. The MHC is HLA-DQA10501-DQB10301 with pseudo-sequence HLA-DQA10501-DQB10301. The binding affinity (normalized) is 0.232. (5) The peptide sequence is KKLIPSWASVKEDLV. The MHC is DRB3_0301 with pseudo-sequence DRB3_0301. The binding affinity (normalized) is 0.510. (6) The MHC is HLA-DQA10401-DQB10402 with pseudo-sequence HLA-DQA10401-DQB10402. The peptide sequence is EKKYPAATQFEPLAA. The binding affinity (normalized) is 0.537. (7) The peptide sequence is VNKMLAVLDTNILWV. The MHC is DRB1_0301 with pseudo-sequence DRB1_0301. The binding affinity (normalized) is 0.144.